From a dataset of Full USPTO retrosynthesis dataset with 1.9M reactions from patents (1976-2016). Predict the reactants needed to synthesize the given product. (1) Given the product [ClH:44].[NH2:8][CH2:9][CH2:10][C:11]1[CH:12]=[CH:13][C:14]([NH:17]/[C:18](=[C:25]2\[C:26](=[O:37])[NH:27][C:28]3[C:33]\2=[CH:32][C:31]([N+:34]([O-:36])=[O:35])=[CH:30][CH:29]=3)/[C:19]2[CH:24]=[CH:23][CH:22]=[CH:21][CH:20]=2)=[CH:15][CH:16]=1, predict the reactants needed to synthesize it. The reactants are: C(OC([NH:8][CH2:9][CH2:10][C:11]1[CH:16]=[CH:15][C:14]([NH:17]/[C:18](=[C:25]2\[C:26](=[O:37])[NH:27][C:28]3[C:33]\2=[CH:32][C:31]([N+:34]([O-:36])=[O:35])=[CH:30][CH:29]=3)/[C:19]2[CH:24]=[CH:23][CH:22]=[CH:21][CH:20]=2)=[CH:13][CH:12]=1)=O)(C)(C)C.C(OCC)(=O)C.[ClH:44]. (2) Given the product [CH2:53]([O:55][C:56]([N:58]1[CH2:59][CH2:60][CH:61]([NH:64][C:5]2[C:4]3[C:9](=[CH:10][CH:11]=[C:2]([Cl:1])[CH:3]=3)[N:8]([CH2:12][C:13]([F:16])([F:15])[F:14])[C:7](=[O:17])[CH:6]=2)[CH2:62][CH2:63]1)=[O:57])[CH3:54], predict the reactants needed to synthesize it. The reactants are: [Cl:1][C:2]1[CH:3]=[C:4]2[C:9](=[CH:10][CH:11]=1)[N:8]([CH2:12][C:13]([F:16])([F:15])[F:14])[C:7](=[O:17])[CH:6]=[C:5]2O.[H-].[Na+].FC(F)(F)S(N(C1C=CC=CC=1)S(C(F)(F)F)(=O)=O)(=O)=O.N1C2C(=CC=CC=2)C=CC1=O.[CH2:53]([O:55][C:56]([N:58]1[CH2:63][CH2:62][CH:61]([NH2:64])[CH2:60][CH2:59]1)=[O:57])[CH3:54]. (3) Given the product [CH:1]1([S:6]([C:8]2[CH:9]=[C:10]([CH2:14][CH2:15][CH2:16][CH2:17][O:18][CH2:19][CH2:20][CH2:21][CH2:22][CH2:23][CH2:24][NH:25][CH2:29][C@@H:28]([C:30]3[CH:41]=[CH:40][C:33]4[O:34][C:35]([CH3:38])([CH3:39])[O:36][CH2:37][C:32]=4[CH:31]=3)[OH:27])[CH:11]=[CH:12][CH:13]=2)=[O:7])[CH2:2][CH2:3][CH2:4][CH2:5]1, predict the reactants needed to synthesize it. The reactants are: [CH:1]1([S:6]([C:8]2[CH:9]=[C:10]([CH2:14][CH2:15][CH2:16][CH2:17][O:18][CH2:19][CH2:20][CH2:21][CH2:22][CH2:23][CH2:24][N:25]3[CH2:29][C@@H:28]([C:30]4[CH:41]=[CH:40][C:33]5[O:34][C:35]([CH3:39])([CH3:38])[O:36][CH2:37][C:32]=5[CH:31]=4)[O:27]C3=O)[CH:11]=[CH:12][CH:13]=2)=[O:7])[CH2:5][CH2:4][CH2:3][CH2:2]1.C[Si](C)(C)[O-].[K+]. (4) The reactants are: [CH3:1][C:2]1[N:7]=[C:6]([C:8]([OH:10])=O)[C:5]([C:11]2[CH:16]=[CH:15][CH:14]=[CH:13][CH:12]=2)=[CH:4][CH:3]=1.[F:17][C:18]1[CH:19]=[C:20]([CH3:34])[C:21]2[N:22]([CH:24]=[C:25]([CH2:27][C@@H:28]3[CH2:33][CH2:32][CH2:31][CH2:30][NH:29]3)[N:26]=2)[CH:23]=1.CN(C(ON1N=NC2C=CC=CC1=2)=[N+](C)C)C.[B-](F)(F)(F)F.CCN(C(C)C)C(C)C. Given the product [F:17][C:18]1[CH:19]=[C:20]([CH3:34])[C:21]2[N:22]([CH:24]=[C:25]([CH2:27][C@@H:28]3[CH2:33][CH2:32][CH2:31][CH2:30][N:29]3[C:8]([C:6]3[C:5]([C:11]4[CH:16]=[CH:15][CH:14]=[CH:13][CH:12]=4)=[CH:4][CH:3]=[C:2]([CH3:1])[N:7]=3)=[O:10])[N:26]=2)[CH:23]=1, predict the reactants needed to synthesize it. (5) Given the product [NH2:1][C:2]1[CH:7]=[C:6]([O:17][C:11]2[CH:12]=[CH:13][C:14]([C:15]#[N:16])=[CH:9][CH:10]=2)[CH:5]=[CH:4][N:3]=1, predict the reactants needed to synthesize it. The reactants are: [NH2:1][C:2]1[CH:7]=[C:6](Br)[CH:5]=[CH:4][N:3]=1.[CH:9]1[C:14]([C:15]#[N:16])=[CH:13][CH:12]=[C:11]([OH:17])[CH:10]=1.C(=O)([O-])[O-].[K+].[K+].N1C=CC=CC=1. (6) Given the product [N:14]1[C:15]2[C:20](=[CH:19][CH:18]=[CH:17][CH:16]=2)[C:11]([O:10][C:27]2[CH:28]=[CH:29][C:24]([C:21](=[O:23])[CH3:22])=[CH:25][CH:26]=2)=[N:12][CH:13]=1, predict the reactants needed to synthesize it. The reactants are: N1C2C(=NC=CC=2)N([O:10][C:11]2[C:20]3[C:15](=[CH:16][CH:17]=[CH:18][CH:19]=3)[N:14]=[CH:13][N:12]=2)N=1.[C:21]([C:24]1[CH:29]=[CH:28][C:27](B(O)O)=[CH:26][CH:25]=1)(=[O:23])[CH3:22].C([O-])([O-])=O.[Cs+].[Cs+]. (7) The reactants are: [NH2:1][C:2]1[N:7]=[C:6]([O:8][CH3:9])[C:5]([C:10]#[N:11])=[C:4]([CH3:12])[CH:3]=1.[H][H]. Given the product [NH2:11][CH2:10][C:5]1[C:4]([CH3:12])=[CH:3][C:2]([NH2:1])=[N:7][C:6]=1[O:8][CH3:9], predict the reactants needed to synthesize it. (8) Given the product [ClH:9].[Br:1][C:2]1[C:3]([Cl:9])=[C:4]([CH:6]=[CH:7][CH:8]=1)[NH:5][CH:17]1[CH2:19][CH2:18]1, predict the reactants needed to synthesize it. The reactants are: [Br:1][C:2]1[C:3]([Cl:9])=[C:4]([CH:6]=[CH:7][CH:8]=1)[NH2:5].C(O)(=O)C.C(O[C:17]1(O[Si](C)(C)C)[CH2:19][CH2:18]1)C. (9) Given the product [Cl:3][C:4]1[C:13]([C:14]2[CH2:18][CH2:17][O:16][N:15]=2)=[C:12]([S:19]([CH3:22])(=[O:21])=[O:20])[CH:11]=[CH:10][C:5]=1[C:6]([OH:8])=[O:7], predict the reactants needed to synthesize it. The reactants are: [OH-].[Na+].[Cl:3][C:4]1[C:13]([C:14]2[CH2:18][CH2:17][O:16][N:15]=2)=[C:12]([S:19]([CH3:22])(=[O:21])=[O:20])[CH:11]=[CH:10][C:5]=1[C:6]([O:8]C)=[O:7]. (10) Given the product [C:1]1([CH:7]([C:11]2[CH:16]=[CH:15][CH:14]=[CH:13][CH:12]=2)[C:8]([NH:17][CH2:18][CH2:19][CH2:20][N:21]2[CH2:22][CH2:23][CH:24]([C:27]3[N:32]=[C:31]([NH:33][C:34](=[O:38])[CH:35]([CH3:36])[CH3:37])[CH:30]=[CH:29][CH:28]=3)[CH2:25][CH2:26]2)=[O:9])[CH:6]=[CH:5][CH:4]=[CH:3][CH:2]=1, predict the reactants needed to synthesize it. The reactants are: [C:1]1([CH:7]([C:11]2[CH:16]=[CH:15][CH:14]=[CH:13][CH:12]=2)[C:8](Cl)=[O:9])[CH:6]=[CH:5][CH:4]=[CH:3][CH:2]=1.[NH2:17][CH2:18][CH2:19][CH2:20][N:21]1[CH2:26][CH2:25][CH:24]([C:27]2[N:32]=[C:31]([NH:33][C:34](=[O:38])[CH:35]([CH3:37])[CH3:36])[CH:30]=[CH:29][CH:28]=2)[CH2:23][CH2:22]1.